The task is: Predict which catalyst facilitates the given reaction.. This data is from Catalyst prediction with 721,799 reactions and 888 catalyst types from USPTO. (1) Reactant: [OH:1][CH2:2][CH2:3][CH:4]1[C:9]2[CH:10]=[CH:11][C:12]([C:14]([NH2:16])=[O:15])=[CH:13][C:8]=2[CH2:7][CH2:6][O:5]1.C(N(CC)CC)C.[CH3:24][S:25](Cl)(=[O:27])=[O:26]. Product: [CH3:24][S:25]([O:1][CH2:2][CH2:3][CH:4]1[C:9]2[CH:10]=[CH:11][C:12]([C:14]([NH2:16])=[O:15])=[CH:13][C:8]=2[CH2:7][CH2:6][O:5]1)(=[O:27])=[O:26]. The catalyst class is: 213. (2) Reactant: [CH3:1][CH:2]1[CH2:7][C:6]([C:8]2[N:9]=[CH:10][C:11]([NH2:14])=[N:12][CH:13]=2)=[CH:5][CH2:4][O:3]1. Product: [CH3:1][C@@H:2]1[CH2:7][C@H:6]([C:8]2[N:9]=[CH:10][C:11]([NH2:14])=[N:12][CH:13]=2)[CH2:5][CH2:4][O:3]1.[CH3:1][C@H:2]1[CH2:7][C@@H:6]([C:8]2[N:9]=[CH:10][C:11]([NH2:14])=[N:12][CH:13]=2)[CH2:5][CH2:4][O:3]1. The catalyst class is: 19. (3) Reactant: [C:1]([O:5][C:6]([NH:8][CH2:9][C:10]([OH:12])=O)=[O:7])([CH3:4])([CH3:3])[CH3:2].F[P-](F)(F)(F)(F)F.N1(OC(N(C)C)=[N+](C)C)C2N=CC=CC=2N=N1.Cl.[NH2:38][C@@:39]1([C:56]([O:58][CH2:59][CH3:60])=[O:57])[CH2:44][C@@H:43]([S:45][C:46]2[NH:50][CH:49]=[N:48][N:47]=2)[C@@H:42]2[C@H:40]1[C@H:41]2[C:51]([O:53][CH2:54][CH3:55])=[O:52].C(N(C(C)C)CC)(C)C. Product: [C:1]([O:5][C:6]([NH:8][CH2:9][C:10]([NH:38][C@@:39]1([C:56]([O:58][CH2:59][CH3:60])=[O:57])[CH2:44][C@@H:43]([S:45][C:46]2[NH:50][CH:49]=[N:48][N:47]=2)[C@@H:42]2[C@H:40]1[C@H:41]2[C:51]([O:53][CH2:54][CH3:55])=[O:52])=[O:12])=[O:7])([CH3:2])([CH3:3])[CH3:4]. The catalyst class is: 9. (4) Reactant: [CH2:1]([C:5]1([CH2:24][CH2:25][CH2:26][CH3:27])[C:17]2[CH:16]=[C:15]([C:18](=O)[CH3:19])[CH:14]=[CH:13][C:12]=2[C:11]2[C:6]1=[CH:7][C:8]([N+:21]([O-:23])=[O:22])=[CH:9][CH:10]=2)[CH2:2][CH2:3][CH3:4].Cl.[NH2:29][OH:30].C([O-])(=O)C.[Na+].O. Product: [CH2:1]([C:5]1([CH2:24][CH2:25][CH2:26][CH3:27])[C:17]2[CH:16]=[C:15]([C:18](=[N:29][OH:30])[CH3:19])[CH:14]=[CH:13][C:12]=2[C:11]2[C:6]1=[CH:7][C:8]([N+:21]([O-:23])=[O:22])=[CH:9][CH:10]=2)[CH2:2][CH2:3][CH3:4]. The catalyst class is: 8. (5) Reactant: [NH:1]1[C:5]2[CH:6]=[CH:7][CH:8]=[CH:9][C:4]=2[N:3]=[C:2]1[C:10]([N:12]([CH2:34][CH:35]([CH3:37])[CH3:36])[C@H:13]1[CH2:18][C@@H:17]([C:19]([N:21]2[CH2:26][CH2:25][O:24][CH2:23][CH2:22]2)=[O:20])[CH2:16][N:15]([C:27]([O:29][C:30]([CH3:33])([CH3:32])[CH3:31])=[O:28])[CH2:14]1)=[O:11].Br[CH2:39][C:40]([O:42][CH3:43])=[O:41].C(=O)([O-])[O-].[Cs+].[Cs+]. Product: [CH3:43][O:42][C:40](=[O:41])[CH2:39][N:1]1[C:5]2[CH:6]=[CH:7][CH:8]=[CH:9][C:4]=2[N:3]=[C:2]1[C:10]([N:12]([CH2:34][CH:35]([CH3:37])[CH3:36])[C@H:13]1[CH2:18][C@@H:17]([C:19]([N:21]2[CH2:22][CH2:23][O:24][CH2:25][CH2:26]2)=[O:20])[CH2:16][N:15]([C:27]([O:29][C:30]([CH3:31])([CH3:32])[CH3:33])=[O:28])[CH2:14]1)=[O:11]. The catalyst class is: 9. (6) Reactant: [CH3:1][C:2]1[CH:9]=[CH:8][CH:7]=[C:6]([CH3:10])[C:3]=1[CH2:4][OH:5].N(C(OC(C)C)=O)=NC(OC(C)C)=O.O[C:26]1[CH:27]=[C:28]([CH:31]=[CH:32][CH:33]=1)[C:29]#[N:30].C1(P(C2C=CC=CC=2)C2C=CC=CC=2)C=CC=CC=1. Product: [CH3:1][C:2]1[CH:9]=[CH:8][CH:7]=[C:6]([CH3:10])[C:3]=1[CH2:4][O:5][C:26]1[CH:27]=[C:28]([CH:31]=[CH:32][CH:33]=1)[C:29]#[N:30]. The catalyst class is: 1.